This data is from Merck oncology drug combination screen with 23,052 pairs across 39 cell lines. The task is: Regression. Given two drug SMILES strings and cell line genomic features, predict the synergy score measuring deviation from expected non-interaction effect. (1) Drug 1: O=S1(=O)NC2(CN1CC(F)(F)F)C1CCC2Cc2cc(C=CCN3CCC(C(F)(F)F)CC3)ccc2C1. Drug 2: C#Cc1cccc(Nc2ncnc3cc(OCCOC)c(OCCOC)cc23)c1. Cell line: UWB1289BRCA1. Synergy scores: synergy=18.0. (2) Drug 1: CS(=O)(=O)CCNCc1ccc(-c2ccc3ncnc(Nc4ccc(OCc5cccc(F)c5)c(Cl)c4)c3c2)o1. Drug 2: CCc1cnn2c(NCc3ccc[n+]([O-])c3)cc(N3CCCCC3CCO)nc12. Cell line: NCIH520. Synergy scores: synergy=4.40. (3) Synergy scores: synergy=92.7. Drug 1: NC1(c2ccc(-c3nc4ccn5c(=O)[nH]nc5c4cc3-c3ccccc3)cc2)CCC1. Drug 2: Cc1nc(Nc2ncc(C(=O)Nc3c(C)cccc3Cl)s2)cc(N2CCN(CCO)CC2)n1. Cell line: HT29. (4) Drug 1: COc1cc(C2c3cc4c(cc3C(OC3OC5COC(C)OC5C(O)C3O)C3COC(=O)C23)OCO4)cc(OC)c1O. Drug 2: CS(=O)(=O)CCNCc1ccc(-c2ccc3ncnc(Nc4ccc(OCc5cccc(F)c5)c(Cl)c4)c3c2)o1. Cell line: RKO. Synergy scores: synergy=4.09. (5) Drug 1: NC1(c2ccc(-c3nc4ccn5c(=O)[nH]nc5c4cc3-c3ccccc3)cc2)CCC1. Drug 2: CC1(c2nc3c(C(N)=O)cccc3[nH]2)CCCN1. Cell line: MSTO. Synergy scores: synergy=-2.18. (6) Drug 1: C=CCn1c(=O)c2cnc(Nc3ccc(N4CCN(C)CC4)cc3)nc2n1-c1cccc(C(C)(C)O)n1. Drug 2: CS(=O)(=O)CCNCc1ccc(-c2ccc3ncnc(Nc4ccc(OCc5cccc(F)c5)c(Cl)c4)c3c2)o1. Cell line: T47D. Synergy scores: synergy=9.33. (7) Drug 1: COC1=C2CC(C)CC(OC)C(O)C(C)C=C(C)C(OC(N)=O)C(OC)C=CC=C(C)C(=O)NC(=CC1=O)C2=O. Drug 2: CNC(=O)c1cc(Oc2ccc(NC(=O)Nc3ccc(Cl)c(C(F)(F)F)c3)cc2)ccn1. Cell line: A427. Synergy scores: synergy=4.67. (8) Synergy scores: synergy=24.3. Drug 1: NC1CCCCC1N.O=C(O)C(=O)O.[Pt+2]. Cell line: CAOV3. Drug 2: Cn1cc(-c2cnn3c(N)c(Br)c(C4CCCNC4)nc23)cn1. (9) Drug 1: CC(=O)OC1C(=O)C2(C)C(O)CC3OCC3(OC(C)=O)C2C(OC(=O)c2ccccc2)C2(O)CC(OC(=O)C(O)C(NC(=O)c3ccccc3)c3ccccc3)C(C)=C1C2(C)C. Drug 2: COC1CC2CCC(C)C(O)(O2)C(=O)C(=O)N2CCCCC2C(=O)OC(C(C)CC2CCC(OP(C)(C)=O)C(OC)C2)CC(=O)C(C)C=C(C)C(O)C(OC)C(=O)C(C)CC(C)C=CC=CC=C1C. Cell line: RKO. Synergy scores: synergy=27.5. (10) Drug 1: COc1cc(C2c3cc4c(cc3C(OC3OC5COC(C)OC5C(O)C3O)C3COC(=O)C23)OCO4)cc(OC)c1O. Drug 2: O=C(O)C1(Cc2cccc(Nc3nccs3)n2)CCC(Oc2cccc(Cl)c2F)CC1. Cell line: UWB1289BRCA1. Synergy scores: synergy=2.18.